From a dataset of Catalyst prediction with 721,799 reactions and 888 catalyst types from USPTO. Predict which catalyst facilitates the given reaction. (1) Reactant: [Br:1][C:2]1[C:7]2[O:8][CH2:9][O:10][C:6]=2[C:5]([C:11](O)([CH3:13])[CH3:12])=[CH:4][CH:3]=1.[CH2:15]([O:17][C:18](=[O:26])[C:19]([O:21][Si](C)(C)C)=[CH2:20])[CH3:16].[Sn+6].[Cl-].C(=O)([O-])[O-].[Na+].[Na+]. Product: [CH2:15]([O:17][C:18](=[O:26])[C:19](=[O:20])[CH2:21][C:11]([C:5]1[C:6]2[O:10][CH2:9][O:8][C:7]=2[C:2]([Br:1])=[CH:3][CH:4]=1)([CH3:13])[CH3:12])[CH3:16]. The catalyst class is: 4. (2) Reactant: [Br:1][C:2]1[N:3]=[C:4]([C:7]([OH:9])=O)[S:5][CH:6]=1.[CH3:10][S:11]([NH2:14])(=[O:13])=[O:12].N12CCCN=C1CCCCC2. Product: [Br:1][C:2]1[N:3]=[C:4]([C:7]([NH:14][S:11]([CH3:10])(=[O:13])=[O:12])=[O:9])[S:5][CH:6]=1. The catalyst class is: 7. (3) Reactant: [NH2:1][C:2]([C:4]1[CH:5]=[N:6][C:7]2[C:12]([C:13]=1[NH:14][C:15]1[CH:16]=[C:17]([CH:23]=[CH:24][CH:25]=1)[C:18]([O:20]CC)=[O:19])=[CH:11][CH:10]=[C:9]([Br:26])[CH:8]=2)=[O:3].[OH-].[Na+]. Product: [NH2:1][C:2]([C:4]1[CH:5]=[N:6][C:7]2[C:12]([C:13]=1[NH:14][C:15]1[CH:16]=[C:17]([CH:23]=[CH:24][CH:25]=1)[C:18]([OH:20])=[O:19])=[CH:11][CH:10]=[C:9]([Br:26])[CH:8]=2)=[O:3]. The catalyst class is: 8. (4) The catalyst class is: 41. Reactant: [Cl:1][C:2]1[CH:3]=[CH:4][C:5]2[NH:10][C:9](=[O:11])[O:8][C:7]([CH2:16][NH:17][C:18]([NH:20][C:21]3[CH:26]=[CH:25][C:24]([F:27])=[CH:23][CH:22]=3)=[O:19])([C:12]([F:15])([F:14])[F:13])[C:6]=2[CH:28]=1.CCCCCC. Product: [Cl:1][C:2]1[CH:3]=[CH:4][C:5]2[NH:10][C:9](=[O:11])[O:8][C@@:7]([CH2:16][NH:17][C:18]([NH:20][C:21]3[CH:26]=[CH:25][C:24]([F:27])=[CH:23][CH:22]=3)=[O:19])([C:12]([F:14])([F:15])[F:13])[C:6]=2[CH:28]=1. (5) Reactant: [CH2:1]([O:5][CH2:6][CH2:7][O:8][C:9]1[CH:14]=[CH:13][C:12]([C:15]2[CH:16]=[CH:17][C:18]3[N:24]([CH:25]=[O:26])[CH2:23][CH2:22][C:21]([C:27]([NH:29][C:30]4[CH:35]=[CH:34][C:33]([C@@H:36]([OH:43])[C:37]5[CH:42]=[CH:41][CH:40]=[CH:39][N:38]=5)=[CH:32][CH:31]=4)=[O:28])=[CH:20][C:19]=3[CH:44]=2)=[CH:11][CH:10]=1)[CH2:2][CH2:3][CH3:4].ClC1C=CC=C(C(OO)=[O:53])C=1.S([O-])([O-])(=O)=S.[Na+].[Na+]. Product: [CH2:1]([O:5][CH2:6][CH2:7][O:8][C:9]1[CH:10]=[CH:11][C:12]([C:15]2[CH:16]=[CH:17][C:18]3[N:24]([CH:25]=[O:26])[CH2:23][CH2:22][C:21]([C:27]([NH:29][C:30]4[CH:31]=[CH:32][C:33]([C@@H:36]([OH:43])[C:37]5[CH:42]=[CH:41][CH:40]=[CH:39][N+:38]=5[O-:53])=[CH:34][CH:35]=4)=[O:28])=[CH:20][C:19]=3[CH:44]=2)=[CH:13][CH:14]=1)[CH2:2][CH2:3][CH3:4]. The catalyst class is: 4. (6) Reactant: [CH2:1]([O:8][C:9]1[CH:14]=[CH:13][C:12]([N:15]([CH2:22][CH:23]=[C:24]([CH3:26])[CH3:25])[CH:16]2[CH2:21][CH2:20][NH:19][CH2:18][CH2:17]2)=[CH:11][CH:10]=1)[C:2]1[CH:7]=[CH:6][CH:5]=[CH:4][CH:3]=1.CCN(C(C)C)C(C)C.O.C([NH:44][C@H:45]([C:50](O)=[O:51])[CH2:46][CH:47]([CH3:49])[CH3:48])(OC(C)(C)C)=O.CN(C(ON1N=NC2C=CC=CC1=2)=[N+](C)C)C.F[P-](F)(F)(F)(F)F. Product: [NH2:44][C@@H:45]([CH2:46][CH:47]([CH3:49])[CH3:48])[C:50]([N:19]1[CH2:20][CH2:21][CH:16]([N:15]([C:12]2[CH:13]=[CH:14][C:9]([O:8][CH2:1][C:2]3[CH:3]=[CH:4][CH:5]=[CH:6][CH:7]=3)=[CH:10][CH:11]=2)[CH2:22][CH:23]=[C:24]([CH3:26])[CH3:25])[CH2:17][CH2:18]1)=[O:51]. The catalyst class is: 329. (7) Reactant: [F:1][C:2]([F:30])([F:29])[C:3]1[CH:4]=[C:5]([C:9]2[CH:10]=[C:11]([CH:25]=[CH:26][C:27]=2[OH:28])[CH2:12][N:13]([CH3:24])[S:14]([C:17]2[CH:22]=[CH:21][C:20]([F:23])=[CH:19][CH:18]=2)(=[O:16])=[O:15])[CH:6]=[CH:7][CH:8]=1.C([O:35][C:36](=[O:41])[C:37](Br)([CH3:39])[CH3:38])(C)(C)C.C(=O)([O-])[O-].[K+].[K+]. Product: [F:30][C:2]([F:1])([F:29])[C:3]1[CH:4]=[C:5]([C:9]2[CH:10]=[C:11]([CH2:12][N:13]([CH3:24])[S:14]([C:17]3[CH:22]=[CH:21][C:20]([F:23])=[CH:19][CH:18]=3)(=[O:16])=[O:15])[CH:25]=[CH:26][C:27]=2[O:28][C:37]([CH3:39])([CH3:38])[C:36]([OH:41])=[O:35])[CH:6]=[CH:7][CH:8]=1. The catalyst class is: 3. (8) Reactant: [F:1][C:2]1[C:11]2[C:6](=[CH:7][CH:8]=[CH:9][CH:10]=2)[C:5]([C:12](=[O:22])[CH2:13][CH2:14][CH2:15][CH2:16][C:17]([O:19][CH2:20][CH3:21])=[O:18])=[CH:4][CH:3]=1.[Br:23]Br.S([O-])([O-])=O.[Na+].[Na+]. Product: [Br:23][CH:13]([C:12]([C:5]1[C:6]2[C:11](=[CH:10][CH:9]=[CH:8][CH:7]=2)[C:2]([F:1])=[CH:3][CH:4]=1)=[O:22])[CH2:14][CH2:15][CH2:16][C:17]([O:19][CH2:20][CH3:21])=[O:18]. The catalyst class is: 2.